Dataset: Full USPTO retrosynthesis dataset with 1.9M reactions from patents (1976-2016). Task: Predict the reactants needed to synthesize the given product. (1) Given the product [C:11]1([CH2:17][CH2:18][CH:19]=[O:20])[CH:16]=[CH:15][CH:14]=[CH:13][CH:12]=1, predict the reactants needed to synthesize it. The reactants are: C(Cl)(=O)C(Cl)=O.CS(C)=O.[C:11]1([CH2:17][CH2:18][CH2:19][OH:20])[CH:16]=[CH:15][CH:14]=[CH:13][CH:12]=1.C(N(CC)CC)C. (2) Given the product [CH2:1]([NH:8][C@@H:9]1[CH2:14][C@H:13]([C:15]2[CH:20]=[CH:19][N:18]=[CH:17][C:16]=2[N+:21]([O-:23])=[O:22])[O:12][C@H:11]([CH:24]2[CH2:26][CH2:25]2)[C@H:10]1[O:27][Si:41]([CH2:46][CH3:47])([CH2:44][CH3:45])[CH2:42][CH3:43])[C:2]1[CH:3]=[CH:4][CH:5]=[CH:6][CH:7]=1, predict the reactants needed to synthesize it. The reactants are: [CH2:1]([NH:8][C@@H:9]1[CH2:14][C@H:13]([C:15]2[CH:20]=[CH:19][N:18]=[CH:17][C:16]=2[N+:21]([O-:23])=[O:22])[O:12][C@H:11]([CH:24]2[CH2:26][CH2:25]2)[C@H:10]1[OH:27])[C:2]1[CH:7]=[CH:6][CH:5]=[CH:4][CH:3]=1.C(N(CC)CC)C.FC(F)(F)S(O[Si:41]([CH2:46][CH3:47])([CH2:44][CH3:45])[CH2:42][CH3:43])(=O)=O. (3) Given the product [O:30]([C:27]1[CH:26]=[CH:25][C:24]([C:16]2[C:17]3[C:22]([NH2:23])=[N:21][CH:20]=[N:19][C:18]=3[N:14]([CH2:13][C@@H:9]3[CH2:10][CH2:11][CH2:12][NH:8]3)[CH:15]=2)=[CH:29][CH:28]=1)[C:31]1[CH:36]=[CH:35][CH:34]=[CH:33][CH:32]=1, predict the reactants needed to synthesize it. The reactants are: C(OC([N:8]1[CH2:12][CH2:11][CH2:10][C@H:9]1[CH2:13][N:14]1[C:18]2[N:19]=[CH:20][N:21]=[C:22]([NH2:23])[C:17]=2[C:16]([C:24]2[CH:29]=[CH:28][C:27]([O:30][C:31]3[CH:36]=[CH:35][CH:34]=[CH:33][CH:32]=3)=[CH:26][CH:25]=2)=[CH:15]1)=O)(C)(C)C.C(O)(C(F)(F)F)=O. (4) Given the product [CH:13]1([CH2:12][CH2:11][N:6]2[C:7]3[C:3](=[C:2]([C:30]4[CH:34]=[N:33][C:48]5[C:47]([CH:31]=4)=[CH:46][CH:54]=[CH:50][CH:49]=5)[CH:10]=[CH:9][CH:8]=3)[C:4]3([C:20]4=[CH:21][C:22]5[O:26][CH2:25][O:24][C:23]=5[CH:27]=[C:19]4[O:18][CH2:17]3)[C:5]2=[O:16])[CH2:14][CH2:15]1, predict the reactants needed to synthesize it. The reactants are: Br[C:2]1[CH:10]=[CH:9][CH:8]=[C:7]2[C:3]=1[C:4]1([C:20]3=[CH:21][C:22]4[O:26][CH2:25][O:24][C:23]=4[CH:27]=[C:19]3[O:18][CH2:17]1)[C:5](=[O:16])[N:6]2[CH2:11][CH2:12][CH:13]1[CH2:15][CH2:14]1.BrC1C=CC=[C:34]2[C:30]=1[C:31]1([C:47]3=[CH:48][C:49]4OCO[C:50]=4[CH:54]=[C:46]3OC1)C(=O)[N:33]2CCCCC.N1C2C(=CC=CC=2)C=C(B(O)O)C=1.CN(C)C1N=CC(B(O)O)=CC=1. (5) Given the product [C:1]([O:41][CH2:40][C:26]1[C:25]([CH2:24][NH2:23])=[C:30]([CH3:31])[CH:29]=[C:28]([NH2:32])[N:27]=1)(=[O:8])[C:2]1[CH:7]=[CH:6][CH:5]=[CH:4][CH:3]=1, predict the reactants needed to synthesize it. The reactants are: [C:1](Cl)(=[O:8])[C:2]1[CH:7]=[CH:6][CH:5]=[CH:4][CH:3]=1.C(N(CC)CC)C.C(OC(=O)[NH:23][CH2:24][C:25]1[C:26]([CH2:40][OH:41])=[N:27][C:28]([NH:32]C(OC(C)(C)C)=O)=[CH:29][C:30]=1[CH3:31])(C)(C)C.Cl. (6) Given the product [F:44][C:43]1[CH:42]=[C:29]([O:30][C:31]2[CH:36]=[CH:35][N:34]=[C:33]([NH:37][C:38](=[O:41])[CH2:39][CH3:40])[CH:32]=2)[C:28]([F:45])=[CH:27][C:26]=1[NH:25][C:18]([C:5]1[C:6](=[O:17])[N:7]([C:10]2[CH:11]=[CH:12][C:13]([F:16])=[CH:14][CH:15]=2)[CH:8]=[CH:9][C:4]=1[O:3][CH2:1][CH3:2])=[O:20], predict the reactants needed to synthesize it. The reactants are: [CH2:1]([O:3][C:4]1[CH:9]=[CH:8][N:7]([C:10]2[CH:15]=[CH:14][C:13]([F:16])=[CH:12][CH:11]=2)[C:6](=[O:17])[C:5]=1[C:18]([OH:20])=O)[CH3:2].O=S(Cl)Cl.[NH2:25][C:26]1[C:43]([F:44])=[CH:42][C:29]([O:30][C:31]2[CH:36]=[CH:35][N:34]=[C:33]([NH:37][C:38](=[O:41])[CH2:39][CH3:40])[CH:32]=2)=[C:28]([F:45])[CH:27]=1.N1C=CC=CC=1.